This data is from Full USPTO retrosynthesis dataset with 1.9M reactions from patents (1976-2016). The task is: Predict the reactants needed to synthesize the given product. (1) Given the product [C:6]([C:5]1[CH:9]=[C:10]2[C:2](=[CH:3][CH:4]=1)[C:1](=[O:12])[O:11][CH2:22]2)([OH:8])=[O:7], predict the reactants needed to synthesize it. The reactants are: [C:1]([OH:12])(=[O:11])[C:2]1[CH:10]=[CH:9][C:5]([C:6]([OH:8])=[O:7])=[CH:4][CH:3]=1.OS(O)(=O)=O.O=S(=O)=O.[CH2:22]=O. (2) Given the product [CH3:15][CH:16]([CH3:19])[CH2:17][N:13]1[C:12](=[O:14])[O:11][N:10]=[C:9]1[O:8][CH2:7][C:1]1[CH:2]=[CH:3][CH:4]=[CH:5][CH:6]=1, predict the reactants needed to synthesize it. The reactants are: [C:1]1([CH2:7][O:8][C:9]2[NH:13][C:12](=[O:14])[O:11][N:10]=2)[CH:6]=[CH:5][CH:4]=[CH:3][CH:2]=1.[CH3:15][CH:16]([CH3:19])[CH2:17]O.C1(P(C2C=CC=CC=2)C2C=CC=CC=2)C=CC=CC=1.N(C(OCC)=O)=NC(OCC)=O.